This data is from Peptide-MHC class I binding affinity with 185,985 pairs from IEDB/IMGT. The task is: Regression. Given a peptide amino acid sequence and an MHC pseudo amino acid sequence, predict their binding affinity value. This is MHC class I binding data. (1) The peptide sequence is CIPSRSKMLK. The MHC is HLA-A33:01 with pseudo-sequence HLA-A33:01. The binding affinity (normalized) is 0.617. (2) The peptide sequence is VVKLTAVCMK. The MHC is HLA-A31:01 with pseudo-sequence HLA-A31:01. The binding affinity (normalized) is 0.507. (3) The peptide sequence is WTVNDIQKL. The MHC is HLA-A68:01 with pseudo-sequence HLA-A68:01. The binding affinity (normalized) is 0. (4) The peptide sequence is HSDAVEDFL. The MHC is HLA-A80:01 with pseudo-sequence HLA-A80:01. The binding affinity (normalized) is 0.0847. (5) The MHC is HLA-B27:05 with pseudo-sequence HLA-B27:05. The binding affinity (normalized) is 0.292. The peptide sequence is AVRHFPRIW.